This data is from Peptide-MHC class I binding affinity with 185,985 pairs from IEDB/IMGT. The task is: Regression. Given a peptide amino acid sequence and an MHC pseudo amino acid sequence, predict their binding affinity value. This is MHC class I binding data. (1) The peptide sequence is WYWGPSLYSI. The MHC is H-2-Db with pseudo-sequence H-2-Db. The binding affinity (normalized) is 0.325. (2) The peptide sequence is FLDKSIHLTK. The MHC is HLA-A33:01 with pseudo-sequence HLA-A33:01. The binding affinity (normalized) is 0.420. (3) The peptide sequence is VAPMVGGMM. The MHC is HLA-B08:01 with pseudo-sequence HLA-B08:01. The binding affinity (normalized) is 0.0847. (4) The peptide sequence is TGTTETMPK. The MHC is Mamu-B6601 with pseudo-sequence Mamu-B6601. The binding affinity (normalized) is 1.00. (5) The peptide sequence is GLLPEQLLK. The MHC is HLA-A03:01 with pseudo-sequence HLA-A03:01. The binding affinity (normalized) is 0.361. (6) The peptide sequence is DLTALLSCIR. The MHC is HLA-A11:01 with pseudo-sequence HLA-A11:01. The binding affinity (normalized) is 0.320. (7) The MHC is HLA-B58:01 with pseudo-sequence HLA-B58:01. The peptide sequence is LTSAGDLPL. The binding affinity (normalized) is 0.158.